This data is from Full USPTO retrosynthesis dataset with 1.9M reactions from patents (1976-2016). The task is: Predict the reactants needed to synthesize the given product. (1) Given the product [CH:1]([O:14][C:15]([C:17]1[N:18]2[C@H:21]([S@:22](=[O:77])[CH2:23][C:24]=1[CH2:25][Cl:26])[C@H:20]([NH:27][C:28](=[O:67])/[C:29](=[N:44]\[O:45][C@@H:46]([CH2:59][C:60]([O:62][C:63]([CH3:66])([CH3:65])[CH3:64])=[O:61])[C:47]([O:49][CH2:50][C:51]1[CH:52]=[CH:53][C:54]([O:57][CH3:58])=[CH:55][CH:56]=1)=[O:48])/[C:30]1[N:31]=[C:32]([NH:36][C:37]([O:39][C:40]([CH3:43])([CH3:42])[CH3:41])=[O:38])[S:33][C:34]=1[Cl:35])[C:19]2=[O:68])=[O:16])([C:8]1[CH:13]=[CH:12][CH:11]=[CH:10][CH:9]=1)[C:2]1[CH:3]=[CH:4][CH:5]=[CH:6][CH:7]=1, predict the reactants needed to synthesize it. The reactants are: [CH:1]([O:14][C:15]([C:17]1[N:18]2[C@H:21]([S:22][CH2:23][C:24]=1[CH2:25][Cl:26])[C@H:20]([NH:27][C:28](=[O:67])/[C:29](=[N:44]\[O:45][C@@H:46]([CH2:59][C:60]([O:62][C:63]([CH3:66])([CH3:65])[CH3:64])=[O:61])[C:47]([O:49][CH2:50][C:51]1[CH:56]=[CH:55][C:54]([O:57][CH3:58])=[CH:53][CH:52]=1)=[O:48])/[C:30]1[N:31]=[C:32]([NH:36][C:37]([O:39][C:40]([CH3:43])([CH3:42])[CH3:41])=[O:38])[S:33][C:34]=1[Cl:35])[C:19]2=[O:68])=[O:16])([C:8]1[CH:13]=[CH:12][CH:11]=[CH:10][CH:9]=1)[C:2]1[CH:7]=[CH:6][CH:5]=[CH:4][CH:3]=1.C1C=C(Cl)C=C(C(OO)=[O:77])C=1.[O-]S([O-])(=S)=O.[Na+].[Na+]. (2) Given the product [CH:34]1([C:32]2[NH:31][N:30]=[C:29]([NH:28][C:2]3[CH:7]=[C:6]([C:8]([F:10])([F:11])[F:9])[N:5]=[C:4]([N:12]4[CH2:16][CH2:15][CH2:14][CH:13]4[C:17]4[O:21][N:20]=[C:19]([C:22]5[CH:27]=[CH:26][CH:25]=[CH:24][N:23]=5)[CH:18]=4)[N:3]=3)[CH:33]=2)[CH2:36][CH2:35]1, predict the reactants needed to synthesize it. The reactants are: O[C:2]1[CH:7]=[C:6]([C:8]([F:11])([F:10])[F:9])[N:5]=[C:4]([N:12]2[CH2:16][CH2:15][CH2:14][CH:13]2[C:17]2[O:21][N:20]=[C:19]([C:22]3[CH:27]=[CH:26][CH:25]=[CH:24][N:23]=3)[CH:18]=2)[N:3]=1.[NH2:28][C:29]1[CH:33]=[C:32]([CH:34]2[CH2:36][CH2:35]2)[NH:31][N:30]=1. (3) Given the product [NH2:1][C:2]1[N:7]=[C:6]([O:28][CH2:27][C:21]2[C:20]([CH3:19])=[CH:25][C:24]([CH3:26])=[CH:23][N:22]=2)[C:5]([C:11]#[N:12])=[C:4]([C:13]2[O:14][C:15]([CH3:18])=[CH:16][CH:17]=2)[N:3]=1, predict the reactants needed to synthesize it. The reactants are: [NH2:1][C:2]1[N:7]=[C:6](S(C)=O)[C:5]([C:11]#[N:12])=[C:4]([C:13]2[O:14][C:15]([CH3:18])=[CH:16][CH:17]=2)[N:3]=1.[CH3:19][C:20]1[C:21]([CH2:27][OH:28])=[N:22][CH:23]=[C:24]([CH3:26])[CH:25]=1.C1CCN2C(=NCCC2)CC1. (4) Given the product [Br:19][C:15]1[CH:14]=[C:13]([NH:12][C:5]2[C:4]3[C:9](=[CH:10][CH:11]=[C:2]([NH:1][C:20](=[O:23])[CH:21]=[CH2:22])[CH:3]=3)[N:8]=[CH:7][N:6]=2)[CH:18]=[CH:17][CH:16]=1, predict the reactants needed to synthesize it. The reactants are: [NH2:1][C:2]1[CH:3]=[C:4]2[C:9](=[CH:10][CH:11]=1)[N:8]=[CH:7][N:6]=[C:5]2[NH:12][C:13]1[CH:18]=[CH:17][CH:16]=[C:15]([Br:19])[CH:14]=1.[C:20](O)(=[O:23])[CH:21]=[CH2:22].Cl.CN(C)CCCN=C=NCC. (5) Given the product [CH2:1]=[CH:2][CH:3]=[CH2:4].[C:1]1(=[O:7])[NH:17][C:4](=[O:5])[CH:3]=[CH:2]1.[C:1]1(=[O:7])[NH:17][C:4](=[O:5])[CH:3]=[CH:2]1.[C:15](#[N:17])[CH:12]=[CH2:13], predict the reactants needed to synthesize it. The reactants are: [C:1]1(=[O:7])O[C:4](=[O:5])[CH:3]=[CH:2]1.C(O[C:12](=O)[CH3:13])(=O)C.[CH2:15]([N:17](CC)CC)C.C([O-])(=O)C.[Na+]. (6) Given the product [S:22]([C:18]1[CH:17]=[C:16]([CH:11]2[CH2:10][CH2:9][CH2:8][C:7]3[CH:14]=[C:3]([O:2][CH3:1])[CH:4]=[CH:5][C:6]=3[C:12]2=[O:13])[CH:21]=[CH:20][CH:19]=1)([CH3:25])(=[O:24])=[O:23], predict the reactants needed to synthesize it. The reactants are: [CH3:1][O:2][C:3]1[CH:4]=[CH:5][C:6]2[C:12](=[O:13])[CH2:11][CH2:10][CH2:9][CH2:8][C:7]=2[CH:14]=1.Br[C:16]1[CH:21]=[CH:20][CH:19]=[C:18]([S:22]([CH3:25])(=[O:24])=[O:23])[CH:17]=1.CC(C)([O-])C.[Na+].O.